Dataset: Forward reaction prediction with 1.9M reactions from USPTO patents (1976-2016). Task: Predict the product of the given reaction. (1) Given the reactants C[N:2]([CH:4]=[C:5]1[CH2:11][CH2:10][CH2:9][C:8]2[CH:12]=[C:13]([N:16]3[CH2:20][C@H:19]([CH2:21][O:22][C:23]4[CH:27]=[CH:26][O:25][N:24]=4)[O:18][C:17]3=[O:28])[CH:14]=[CH:15][C:7]=2[C:6]1=[O:29])C.NOS(O)(=O)=O, predict the reaction product. The product is: [O:29]1[C:6]2[C:7]3[CH:15]=[CH:14][C:13]([N:16]4[CH2:20][C@H:19]([CH2:21][O:22][C:23]5[CH:27]=[CH:26][O:25][N:24]=5)[O:18][C:17]4=[O:28])=[CH:12][C:8]=3[CH2:9][CH2:10][CH2:11][C:5]=2[CH:4]=[N:2]1. (2) The product is: [Cl:1][C:2]1[C:7]([Cl:8])=[C:6]([C:9]([OH:18])([C:10]([F:13])([F:11])[F:12])[C:14]([F:17])([F:16])[F:15])[CH:5]=[CH:4][C:3]=1[C:19]1[S:23][C:22]([C:24]2[NH:28][C:27]([C:38]([OH:41])([CH3:40])[CH3:39])=[N:26][N:25]=2)=[N:21][C:20]=1[C:42]([N:44]([CH2:47][CH3:48])[CH2:45][CH3:46])=[O:43]. Given the reactants [Cl:1][C:2]1[C:7]([Cl:8])=[C:6]([C:9]([OH:18])([C:14]([F:17])([F:16])[F:15])[C:10]([F:13])([F:12])[F:11])[CH:5]=[CH:4][C:3]=1[C:19]1[S:23][C:22]([C:24]2[N:28](CC3C=CC(OC)=CC=3)[C:27]([C:38]([OH:41])([CH3:40])[CH3:39])=[N:26][N:25]=2)=[N:21][C:20]=1[C:42]([N:44]([CH2:47][CH3:48])[CH2:45][CH3:46])=[O:43].O, predict the reaction product. (3) Given the reactants [CH3:1][C:2]1[N:29]=[C:5]2[NH:6][C:7](=[O:28])[C:8]([CH2:13][C:14]3[CH:19]=[CH:18][C:17]([C:20]4[C:21]([C:26]#[N:27])=[CH:22][CH:23]=[CH:24][CH:25]=4)=[CH:16][CH:15]=3)=[C:9]([CH2:10][CH2:11][CH3:12])[N:4]2[N:3]=1.Br[CH2:31][C:32]1[CH:37]=[CH:36][C:35]([F:38])=[CH:34][CH:33]=1.C(=O)([O-])[O-].[K+].[K+].CN(C)C=O, predict the reaction product. The product is: [CH3:1][C:2]1[N:29]=[C:5]2[N:6]([CH2:31][C:32]3[CH:37]=[CH:36][C:35]([F:38])=[CH:34][CH:33]=3)[C:7](=[O:28])[C:8]([CH2:13][C:14]3[CH:19]=[CH:18][C:17]([C:20]4[C:21]([C:26]#[N:27])=[CH:22][CH:23]=[CH:24][CH:25]=4)=[CH:16][CH:15]=3)=[C:9]([CH2:10][CH2:11][CH3:12])[N:4]2[N:3]=1. (4) Given the reactants [NH2:1][C:2]1[C:3]([OH:11])=[C:4]([CH:8]=[CH:9][CH:10]=1)[C:5]([OH:7])=O.CCN=C=NCCCN(C)C.OC1C2N=NNC=2C=CC=1.[F:33][C:34]([F:50])([F:49])[C:35]1[CH:40]=[CH:39][C:38]([CH2:41][NH2:42])=[C:37]([N:43]2[CH2:48][CH2:47][CH2:46][CH2:45][CH2:44]2)[CH:36]=1, predict the reaction product. The product is: [F:49][C:34]([F:33])([F:50])[C:35]1[CH:40]=[CH:39][C:38]([CH2:41][NH:42][C:5](=[O:7])[C:4]2[CH:8]=[CH:9][CH:10]=[C:2]([NH2:1])[C:3]=2[OH:11])=[C:37]([N:43]2[CH2:48][CH2:47][CH2:46][CH2:45][CH2:44]2)[CH:36]=1. (5) Given the reactants C1(P(=O)(C2C=CC=CC=2)C2C=CC=CC=2)C=CC=CC=1.FC(F)(F)S(OS(C(F)(F)F)(=O)=O)(=O)=O.C([S:43][C:44]([CH3:82])([CH2:59][NH:60][C:61]([C:63]1[NH:64][C:65]2[C:70]([CH:71]=1)=[CH:69][CH:68]=[CH:67][C:66]=2[N:72]([CH3:81])[S:73]([C:76]1[S:77][CH:78]=[CH:79][CH:80]=1)(=[O:75])=[O:74])=O)[CH2:45][N:46]1[CH2:51][CH2:50][N:49](C(OC(C)(C)C)=O)[CH2:48][CH2:47]1)C1C=CC=CC=1.CSC.C(=O)([O-])O.[Na+], predict the reaction product. The product is: [CH3:81][N:72]([C:66]1[CH:67]=[CH:68][CH:69]=[C:70]2[C:65]=1[NH:64][C:63]([C:61]1[S:43][C:44]([CH3:82])([CH2:45][N:46]3[CH2:51][CH2:50][NH:49][CH2:48][CH2:47]3)[CH2:59][N:60]=1)=[CH:71]2)[S:73]([C:76]1[S:77][CH:78]=[CH:79][CH:80]=1)(=[O:75])=[O:74]. (6) Given the reactants CN(C)[CH:3]=[C:4]([N:9]=[CH:10]N(C)C)[C:5]([O:7][CH3:8])=[O:6].[CH2:15]([N:17]1[CH:21]=[CH:20][C:19]([CH3:22])=[CH:18]1)[CH3:16], predict the reaction product. The product is: [CH2:15]([N:17]1[C:21]2[CH:3]=[C:4]([C:5]([O:7][CH3:8])=[O:6])[N:9]=[CH:10][C:20]=2[C:19]([CH3:22])=[CH:18]1)[CH3:16]. (7) Given the reactants [C:1]1([C:7]2[N:8]=[CH:9][C:10]([N:19]([CH2:23][CH2:24][CH2:25][CH2:26][OH:27])[CH:20]([CH3:22])[CH3:21])=[N:11][C:12]=2[C:13]2[CH:18]=[CH:17][CH:16]=[CH:15][CH:14]=2)[CH:6]=[CH:5][CH:4]=[CH:3][CH:2]=1.[OH-].[K+].Br[CH2:31][C:32]([O:34][C:35]([CH3:38])([CH3:37])[CH3:36])=[O:33], predict the reaction product. The product is: [C:35]([O:34][C:32](=[O:33])[CH2:31][O:27][CH2:26][CH2:25][CH2:24][CH2:23][N:19]([C:10]1[CH:9]=[N:8][C:7]([C:1]2[CH:2]=[CH:3][CH:4]=[CH:5][CH:6]=2)=[C:12]([C:13]2[CH:14]=[CH:15][CH:16]=[CH:17][CH:18]=2)[N:11]=1)[CH:20]([CH3:21])[CH3:22])([CH3:38])([CH3:37])[CH3:36].